Dataset: Peptide-MHC class II binding affinity with 134,281 pairs from IEDB. Task: Regression. Given a peptide amino acid sequence and an MHC pseudo amino acid sequence, predict their binding affinity value. This is MHC class II binding data. (1) The peptide sequence is NSYIAEMETESWIVDKK. The MHC is DRB5_0101 with pseudo-sequence DRB5_0101. The binding affinity (normalized) is 0. (2) The peptide sequence is ILQLLKDFLELLRYL. The binding affinity (normalized) is 0.515. The MHC is HLA-DPA10201-DPB10101 with pseudo-sequence HLA-DPA10201-DPB10101. (3) The peptide sequence is AASIIGILHLILWIL. The MHC is DRB1_0901 with pseudo-sequence DRB1_0901. The binding affinity (normalized) is 0.327. (4) The peptide sequence is QLYSKFLLKAEPLAF. The MHC is HLA-DPA10103-DPB10401 with pseudo-sequence HLA-DPA10103-DPB10401. The binding affinity (normalized) is 0.793. (5) The peptide sequence is AFKVHATAANAAPAN. The MHC is DRB1_0901 with pseudo-sequence DRB1_0901. The binding affinity (normalized) is 0.624.